From a dataset of Full USPTO retrosynthesis dataset with 1.9M reactions from patents (1976-2016). Predict the reactants needed to synthesize the given product. (1) Given the product [Br:15][C:13]1[CH:14]=[C:10]([N:6]([CH2:7][CH2:8][CH3:9])[CH2:5][C:4]([NH:20][CH3:19])=[O:18])[S:11][C:12]=1[C:16]#[N:17], predict the reactants needed to synthesize it. The reactants are: C(O[C:4](=[O:18])[CH2:5][N:6]([C:10]1[S:11][C:12]([C:16]#[N:17])=[C:13]([Br:15])[CH:14]=1)[CH2:7][CH2:8][CH3:9])C.[CH3:19][NH2:20]. (2) Given the product [CH3:16][NH:17][C:2]1[C:3]([N+:13]([O-:15])=[O:14])=[C:4]2[C:9](=[C:10]([CH3:12])[CH:11]=1)[N:8]=[CH:7][CH:6]=[CH:5]2, predict the reactants needed to synthesize it. The reactants are: Cl[C:2]1[C:3]([N+:13]([O-:15])=[O:14])=[C:4]2[C:9](=[C:10]([CH3:12])[CH:11]=1)[N:8]=[CH:7][CH:6]=[CH:5]2.[CH3:16][NH2:17]. (3) Given the product [Br:1][C:2]1[CH:11]=[CH:10][C:9]2[C:4](=[CH:5][CH:6]=[C:7]([O:12][CH3:13])[CH:8]=2)[C:3]=1[O:14][C:15]1[CH:29]=[CH:28][C:18]([O:19][CH2:20][CH2:21][N:22]2[CH2:27][CH2:26][CH2:25][CH2:24][CH2:23]2)=[CH:17][CH:16]=1, predict the reactants needed to synthesize it. The reactants are: [Br:1][C:2]1[CH2:11][CH2:10][C:9]2[C:4](=[CH:5][CH:6]=[C:7]([O:12][CH3:13])[CH:8]=2)[C:3]=1[O:14][C:15]1[CH:29]=[CH:28][C:18]([O:19][CH2:20][CH2:21][N:22]2[CH2:27][CH2:26][CH2:25][CH2:24][CH2:23]2)=[CH:17][CH:16]=1.ClC1C(=O)C(C#N)=C(C#N)C(=O)C=1Cl. (4) Given the product [C:1]([O:5][C:6]([N:8]1[CH2:13][CH2:12][N:11]([CH2:14][C:15]2[CH:20]=[CH:19][CH:18]=[CH:17][CH:16]=2)[CH:10]([CH2:21][N:22]([CH2:23][C:24]([CH3:29])([CH3:28])[C:25]([NH2:27])=[O:26])[C:32]([O:34][C:35]([CH3:38])([CH3:37])[CH3:36])=[O:33])[CH2:9]1)=[O:7])([CH3:4])([CH3:2])[CH3:3], predict the reactants needed to synthesize it. The reactants are: [C:1]([O:5][C:6]([N:8]1[CH2:13][CH2:12][N:11]([CH2:14][C:15]2[CH:20]=[CH:19][CH:18]=[CH:17][CH:16]=2)[CH:10]([CH2:21][NH:22][CH2:23][C:24]([CH3:29])([CH3:28])[C:25]([NH2:27])=[O:26])[CH2:9]1)=[O:7])([CH3:4])([CH3:3])[CH3:2].[OH-].[Na+].[C:32](O[C:32]([O:34][C:35]([CH3:38])([CH3:37])[CH3:36])=[O:33])([O:34][C:35]([CH3:38])([CH3:37])[CH3:36])=[O:33]. (5) Given the product [F:1][C:2]1[CH:3]=[CH:4][C:5]([CH3:19])=[C:6]([C:8]2[CH:17]=[C:16]3[C:11]([CH:12]=[C:13]([NH:18][C:21]4[CH:26]=[CH:25][CH:24]=[C:23]([O:27][CH3:28])[N:22]=4)[N:14]=[CH:15]3)=[CH:10][CH:9]=2)[CH:7]=1, predict the reactants needed to synthesize it. The reactants are: [F:1][C:2]1[CH:3]=[CH:4][C:5]([CH3:19])=[C:6]([C:8]2[CH:17]=[C:16]3[C:11]([CH:12]=[C:13]([NH2:18])[N:14]=[CH:15]3)=[CH:10][CH:9]=2)[CH:7]=1.Br[C:21]1[CH:26]=[CH:25][CH:24]=[C:23]([O:27][CH3:28])[N:22]=1.O1CCOCC1.C1(P(C2C=CC=CC=2)C2C3OC4C(=CC=CC=4P(C4C=CC=CC=4)C4C=CC=CC=4)C(C)(C)C=3C=CC=2)C=CC=CC=1.C(=O)([O-])[O-].[Cs+].[Cs+]. (6) Given the product [CH3:13][O:12][C:9]1[CH:10]=[C:11]2[C:6](=[CH:7][C:8]=1[O:14][CH2:15][CH:16]1[CH2:21][CH2:20][N:19]([CH3:22])[CH2:18][CH2:17]1)[N:5]=[CH:4][N:3]=[C:2]2[O:23][C:24]1[CH:25]=[CH:26][C:27]2[O:32][CH2:31][C:30](=[O:33])[NH:29][C:28]=2[CH:34]=1, predict the reactants needed to synthesize it. The reactants are: Cl[C:2]1[C:11]2[C:6](=[CH:7][C:8]([O:14][CH2:15][CH:16]3[CH2:21][CH2:20][N:19]([CH3:22])[CH2:18][CH2:17]3)=[C:9]([O:12][CH3:13])[CH:10]=2)[N:5]=[CH:4][N:3]=1.[OH:23][C:24]1[CH:25]=[CH:26][C:27]2[O:32][CH2:31][C:30](=[O:33])[NH:29][C:28]=2[CH:34]=1.